This data is from Catalyst prediction with 721,799 reactions and 888 catalyst types from USPTO. The task is: Predict which catalyst facilitates the given reaction. (1) Reactant: [Cl:1][C:2]1[CH:7]=[CH:6][N:5]([C:8]([O:10][C:11]2[CH:16]=CC=C[CH:12]=2)=[O:9])[CH:4]([CH:17]2[CH2:21][CH2:20][CH2:19][CH2:18]2)[CH:3]=1.[CH3:22]C(C)([O-])C.[K+].CCOC(C)=O. Product: [C:11]([O:10][C:8]([N:5]1[CH:6]=[CH:7][C:2]([Cl:1])=[CH:3][CH:4]1[CH:17]1[CH2:18][CH2:19][CH2:20][CH2:21]1)=[O:9])([CH3:12])([CH3:16])[CH3:22]. The catalyst class is: 1. (2) Reactant: [C:1]([CH2:4][C:5]1[CH:13]=[CH:12][C:8]([C:9]([OH:11])=[O:10])=[CH:7][CH:6]=1)(=[S:3])[NH2:2].[Cl:14][CH2:15][C:16]([CH2:18]Cl)=O. Product: [Cl:14][CH2:15][C:16]1[N:2]=[C:1]([CH2:4][C:5]2[CH:13]=[CH:12][C:8]([C:9]([OH:11])=[O:10])=[CH:7][CH:6]=2)[S:3][CH:18]=1. The catalyst class is: 1. (3) Reactant: [CH:1]([C:10]([O:12][CH3:13])=[O:11])([C:6]([O:8][CH3:9])=[O:7])[CH:2]=[CH:3][CH2:4][CH3:5].CC1C(P(C2[C:34]([CH3:35])=CC=CC=2)C2C(C)=CC=CC=2)=CC=CC=1.[CH2:36]([N:38]([CH2:41]C)CC)[CH3:37].CN([CH:46]=[O:47])C. Product: [CH3:46][O:47][C:36]1[N:38]=[CH:41][C:4]([C:3]([CH2:34][CH3:35])=[CH:2][CH:1]([C:10]([O:12][CH3:13])=[O:11])[C:6]([O:8][CH3:9])=[O:7])=[CH:5][CH:37]=1. The catalyst class is: 167. (4) Reactant: [CH3:1][C:2]1[CH:7]=[CH:6][CH:5]=[C:4]([CH3:8])[C:3]=1[C:9]1[CH:14]=[CH:13][CH:12]=[C:11]([C:15]([NH:17][C:18]2[CH:23]=[CH:22][C:21]([C:24]3[N:28]=[CH:27][N:26]([C:29]4[CH:34]=[CH:33][C:32]([O:35][C:36]([F:39])([F:38])[F:37])=[CH:31][CH:30]=4)[N:25]=3)=[CH:20][CH:19]=2)=O)[CH:10]=1.COC1C=CC(P2(=S)SP(=S)(C3C=CC(OC)=CC=3)[S:49]2)=CC=1. Product: [CH3:1][C:2]1[CH:7]=[CH:6][CH:5]=[C:4]([CH3:8])[C:3]=1[C:9]1[CH:14]=[CH:13][CH:12]=[C:11]([C:15](=[S:49])[NH:17][C:18]2[CH:23]=[CH:22][C:21]([C:24]3[N:28]=[CH:27][N:26]([C:29]4[CH:34]=[CH:33][C:32]([O:35][C:36]([F:39])([F:38])[F:37])=[CH:31][CH:30]=4)[N:25]=3)=[CH:20][CH:19]=2)[CH:10]=1. The catalyst class is: 7. (5) Reactant: [OH:1][C:2]1[C:19]2[CH2:18][CH2:17][C@:16]([OH:23])([C@@H:20]([OH:22])[CH3:21])[CH2:15][C:14]=2[C:13]([OH:24])=[C:12]2[C:3]=1[C:4](=[O:26])[C:5]1[CH:6]=[CH:7][CH:8]=[CH:9][C:10]=1[C:11]2=[O:25].CC(OI1(OC(C)=O)(OC(C)=O)OC(=O)C2C=CC=CC1=2)=O.C([O-])(O)=O.[Na+].CCOC(C)=O. Product: [C:20]([C@:16]1([OH:23])[CH2:15][C:14]2[C:13]([OH:24])=[C:12]3[C:3]([C:4](=[O:26])[C:5]4[CH:6]=[CH:7][CH:8]=[CH:9][C:10]=4[C:11]3=[O:25])=[C:2]([OH:1])[C:19]=2[CH2:18][CH2:17]1)(=[O:22])[CH3:21]. The catalyst class is: 2. (6) Reactant: [CH2:1]1[CH2:6]CC(N=C=N[CH:1]2[CH2:6]CC[CH2:3][CH2:2]2)[CH2:3][CH2:2]1.[CH3:16][C:17]1([CH2:23][C:24]([OH:26])=O)[O:21][CH:20]([CH3:22])[CH2:19][O:18]1.C(N(CC)CC)C.[CH:34]1[CH:35]=[CH:36][C:37]2N(O)[N:41]=[N:40][C:38]=2[CH:39]=1. Product: [CH3:16][C:17]1([CH2:23][C:24]([NH:41][NH:40][C:38]2[CH:39]=[CH:34][C:35]3[C:36](=[CH:6][CH:1]=[CH:2][CH:3]=3)[CH:37]=2)=[O:26])[O:21][CH:20]([CH3:22])[CH2:19][O:18]1. The catalyst class is: 5.